From a dataset of Reaction yield outcomes from USPTO patents with 853,638 reactions. Predict the reaction yield, written as a fraction of the theoretical maximum amount of product (1.0 means a 100% yield; for example, 0.34 means a 34% yield). (1) The reactants are [CH2:1]([O:8][C:9]1[C:10]([F:27])=[C:11]([F:26])[C:12]([NH:18][C:19]2[CH:24]=[CH:23][CH:22]=[CH:21][C:20]=2[Cl:25])=[C:13]([CH:17]=1)[C:14]([OH:16])=[O:15])[C:2]1[CH:7]=[CH:6][CH:5]=[CH:4][CH:3]=1.C(=O)(O)[O-].[K+].[CH2:33](Br)[C:34]1[CH:39]=[CH:38][CH:37]=[CH:36][CH:35]=1.O. The catalyst is CN(C=O)C. The product is [CH2:1]([O:8][C:9]1[C:10]([F:27])=[C:11]([F:26])[C:12]([NH:18][C:19]2[CH:24]=[CH:23][CH:22]=[CH:21][C:20]=2[Cl:25])=[C:13]([CH:17]=1)[C:14]([O:16][CH2:33][C:34]1[CH:39]=[CH:38][CH:37]=[CH:36][CH:35]=1)=[O:15])[C:2]1[CH:3]=[CH:4][CH:5]=[CH:6][CH:7]=1. The yield is 0.950. (2) The reactants are [CH2:1]([O:8][C:9](=[O:28])[NH:10][C@@H:11]([CH3:27])[CH2:12][N:13]1[C:21]2[C:16](=[CH:17][CH:18]=[C:19]([O:23][CH2:24][CH2:25][OH:26])[C:20]=2Br)[CH:15]=[N:14]1)[C:2]1[CH:7]=[CH:6][CH:5]=[CH:4][CH:3]=1.[H-].[Na+].C(=O)(O)[O-].[Na+]. The catalyst is CN(C)C=O. The product is [CH2:1]([O:8][C:9](=[O:28])[NH:10][C@@H:11]([CH3:27])[CH2:12][N:13]1[C:21]2[C:16](=[CH:17][CH:18]=[C:19]3[O:23][CH2:24][CH2:25][O:26][C:20]3=2)[CH:15]=[N:14]1)[C:2]1[CH:7]=[CH:6][CH:5]=[CH:4][CH:3]=1. The yield is 0.190. (3) The yield is 0.400. The reactants are [CH2:1]([N:27]1[C:31]([CH3:33])([CH3:32])[C:30](=[O:34])[N:29]([C:35]2[CH:40]=[CH:39][C:38]([N+:41]([O-:43])=[O:42])=[C:37]([C:44]([F:47])([F:46])[F:45])[CH:36]=2)[C:28]1=[O:48])[CH2:2][CH2:3][CH2:4][N:5]1[C:9]([CH3:11])([CH3:10])[C:8](=[O:12])[N:7]([C:13]2[CH:18]=[CH:17][C:16]([N+:19]([O-:21])=[O:20])=[C:15]([C:22]([F:25])([F:24])[F:23])[CH:14]=2)[C:6]1=[O:26].ClC/C=C\CCl. No catalyst specified. The product is [CH2:1]([N:27]1[C:31]([CH3:33])([CH3:32])[C:30](=[O:34])[N:29]([C:35]2[CH:40]=[CH:39][C:38]([N+:41]([O-:43])=[O:42])=[C:37]([C:44]([F:47])([F:46])[F:45])[CH:36]=2)[C:28]1=[O:48])/[CH:2]=[CH:3]\[CH2:4][N:5]1[C:9]([CH3:11])([CH3:10])[C:8](=[O:12])[N:7]([C:13]2[CH:18]=[CH:17][C:16]([N+:19]([O-:21])=[O:20])=[C:15]([C:22]([F:25])([F:23])[F:24])[CH:14]=2)[C:6]1=[O:26].